This data is from Full USPTO retrosynthesis dataset with 1.9M reactions from patents (1976-2016). The task is: Predict the reactants needed to synthesize the given product. (1) Given the product [Cl:29][C:17]1[CH:16]=[C:15]([NH:14][C:12]2[N:11]=[CH:10][N:9]=[C:8]3[NH:7][N:6]=[C:5]([O:4][CH2:3][CH2:2][N:30]4[CH2:35][CH2:34][O:33][CH2:32][CH2:31]4)[C:13]=23)[CH:20]=[CH:19][C:18]=1[O:21][CH2:22][C:23]1[CH:28]=[CH:27][CH:26]=[CH:25][N:24]=1, predict the reactants needed to synthesize it. The reactants are: Cl[CH2:2][CH2:3][O:4][C:5]1[C:13]2[C:8](=[N:9][CH:10]=[N:11][C:12]=2[NH:14][C:15]2[CH:20]=[CH:19][C:18]([O:21][CH2:22][C:23]3[CH:28]=[CH:27][CH:26]=[CH:25][N:24]=3)=[C:17]([Cl:29])[CH:16]=2)[NH:7][N:6]=1.[NH:30]1[CH2:35][CH2:34][O:33][CH2:32][CH2:31]1. (2) The reactants are: [F:1][C:2]([F:7])([F:6])[C:3]([OH:5])=[O:4].[CH2:8]([O:15][C:16]([N:18]([CH2:26][CH:27]1[CH2:30][CH2:29][N:28]1C(OC(C)(C)C)=O)[CH:19]([CH2:24][CH3:25])[C:20]([O:22][CH3:23])=[O:21])=[O:17])[C:9]1[CH:14]=[CH:13][CH:12]=[CH:11][CH:10]=1. Given the product [F:1][C:2]([F:7])([F:6])[C:3]([OH:5])=[O:4].[NH:28]1[CH2:29][CH2:30][CH:27]1[CH2:26][N:18]([C:16]([O:15][CH2:8][C:9]1[CH:10]=[CH:11][CH:12]=[CH:13][CH:14]=1)=[O:17])[CH:19]([CH2:24][CH3:25])[C:20]([O:22][CH3:23])=[O:21], predict the reactants needed to synthesize it. (3) The reactants are: C([Li])CCC.C(NC(C)C)(C)C.C([N-]C(C)C)(C)C.[Li+].C([N:28]1[C:36]2[C:31](=[CH:32][CH:33]=[CH:34][CH:35]=2)[CH:30]=[CH:29]1)(OC(C)(C)C)=O.C[Si](C)(Cl)Cl. Given the product [NH:28]1[C:36]2[C:31](=[CH:32][CH:33]=[CH:34][CH:35]=2)[CH:30]=[CH:29]1, predict the reactants needed to synthesize it. (4) Given the product [CH3:1][S:2]([O:6][CH:7]1[CH2:21][C@@H:10]2[CH2:11][N:12]([C:14]([O:16][C:17]([CH3:18])([CH3:20])[CH3:19])=[O:15])[CH2:13][C@@H:9]2[CH2:8]1)(=[O:4])=[O:3], predict the reactants needed to synthesize it. The reactants are: [CH3:1][S:2](Cl)(=[O:4])=[O:3].[OH:6][CH:7]1[CH2:21][C@@H:10]2[CH2:11][N:12]([C:14]([O:16][C:17]([CH3:20])([CH3:19])[CH3:18])=[O:15])[CH2:13][C@@H:9]2[CH2:8]1.C(N(CC)CC)C. (5) The reactants are: [H-].[Na+].[OH:3][C:4]1[CH:9]=[CH:8][N:7]=[CH:6][CH:5]=1.Br[CH2:11][CH2:12][CH2:13][O:14][CH:15]1[CH2:20][CH2:19][CH2:18][CH2:17][O:16]1. Given the product [O:16]1[CH2:17][CH2:18][CH2:19][CH2:20][CH:15]1[O:14][CH2:13][CH2:12][CH2:11][N:7]1[CH:8]=[CH:9][C:4](=[O:3])[CH:5]=[CH:6]1, predict the reactants needed to synthesize it. (6) Given the product [CH3:37][O:36][P:35]([CH2:34][O:22][C:6]1[CH:5]=[C:4]([Br:3])[C:9]([O:10][C:11]2[CH:16]=[CH:15][C:14]([OH:17])=[C:13]([CH:18]([CH3:20])[CH3:19])[CH:12]=2)=[C:8]([Br:21])[CH:7]=1)(=[O:40])[O:38][CH3:39], predict the reactants needed to synthesize it. The reactants are: [H-].[Na+].[Br:3][C:4]1[CH:5]=[C:6]([OH:22])[CH:7]=[C:8]([Br:21])[C:9]=1[O:10][C:11]1[CH:16]=[CH:15][C:14]([OH:17])=[C:13]([CH:18]([CH3:20])[CH3:19])[CH:12]=1.ClC1C=CC(S(O[CH2:34][P:35](=[O:40])([O:38][CH3:39])[O:36][CH3:37])(=O)=O)=CC=1.